Dataset: Reaction yield outcomes from USPTO patents with 853,638 reactions. Task: Predict the reaction yield, written as a fraction of the theoretical maximum amount of product (1.0 means a 100% yield; for example, 0.34 means a 34% yield). (1) The reactants are [CH3:1][C:2]1[CH:11]=[CH:10][C:9]2[C:4](=[CH:5][CH:6]=[CH:7][C:8]=2[N:12]2[CH2:17][CH2:16][N:15](CCC3C=C(C=CC=3)N)[CH2:14][CH2:13]2)[N:3]=1.C(=O)([O-])[O-].[K+].[K+].Cl[CH2:34][C:35]([C:37]1[CH:38]=[C:39]([NH:43][C:44](=[O:46])[CH3:45])[CH:40]=[CH:41][CH:42]=1)=[O:36]. The catalyst is CN(C=O)C.O. The product is [CH3:1][C:2]1[CH:11]=[CH:10][C:9]2[C:4](=[CH:5][CH:6]=[CH:7][C:8]=2[N:12]2[CH2:17][CH2:16][N:15]([CH2:34][C:35]([C:37]3[CH:38]=[C:39]([NH:43][C:44](=[O:46])[CH3:45])[CH:40]=[CH:41][CH:42]=3)=[O:36])[CH2:14][CH2:13]2)[N:3]=1. The yield is 0.420. (2) The reactants are [O:1]=[S:2]1(=[O:9])[CH2:7][CH2:6][C:5](=[O:8])[CH2:4][CH2:3]1.[BH4-].[Na+].Cl. The catalyst is O. The product is [O:1]=[S:2]1(=[O:9])[CH2:7][CH2:6][CH:5]([OH:8])[CH2:4][CH2:3]1. The yield is 0.900. (3) The reactants are [NH:1]1[CH2:6][CH2:5][CH:4]([O:7][C:8]2[CH:9]=[C:10]3[C:14](=[CH:15][CH:16]=2)[NH:13][N:12]=[CH:11]3)[CH2:3][CH2:2]1.Br[CH2:18][CH2:19][O:20][CH3:21].C(=O)([O-])[O-].[K+].[K+].C(=O)([O-])O.[Na+]. The catalyst is CN(C)C=O. The product is [CH3:21][O:20][CH2:19][CH2:18][N:1]1[CH2:2][CH2:3][CH:4]([O:7][C:8]2[CH:9]=[C:10]3[C:14](=[CH:15][CH:16]=2)[NH:13][N:12]=[CH:11]3)[CH2:5][CH2:6]1. The yield is 0.410. (4) The reactants are [C:1](=[O:18])(ON1C(=O)CCC1=O)[O:2][CH2:3][C:4]1[CH:9]=[CH:8][CH:7]=[CH:6][CH:5]=1.[N+:19]([C:22]1[CH:23]=[C:24]([C@H:28]([NH2:30])[CH3:29])[CH:25]=[CH:26][CH:27]=1)([O-:21])=[O:20]. The catalyst is C(Cl)Cl.CN(C=O)C. The product is [N+:19]([C:22]1[CH:23]=[C:24]([C@H:28]([NH:30][C:1](=[O:18])[O:2][CH2:3][C:4]2[CH:5]=[CH:6][CH:7]=[CH:8][CH:9]=2)[CH3:29])[CH:25]=[CH:26][CH:27]=1)([O-:21])=[O:20]. The yield is 0.930. (5) The reactants are [Cl:1][C:2]1[CH:33]=[CH:32][C:5]([C:6]([NH:8][C:9]2[C:10]([CH3:31])=[C:11]([CH3:30])[C:12]3[O:16][C:15]([CH3:18])([CH3:17])[CH:14]([C:19]4[CH:24]=[CH:23][C:22]([CH:25]([CH3:27])[CH3:26])=[CH:21][CH:20]=4)[C:13]=3[C:28]=2[CH3:29])=O)=[CH:4][CH:3]=1. The catalyst is CO. The product is [Cl:1][C:2]1[CH:3]=[CH:4][C:5]([CH2:6][NH:8][C:9]2[C:10]([CH3:31])=[C:11]([CH3:30])[C:12]3[O:16][C:15]([CH3:17])([CH3:18])[CH:14]([C:19]4[CH:24]=[CH:23][C:22]([CH:25]([CH3:26])[CH3:27])=[CH:21][CH:20]=4)[C:13]=3[C:28]=2[CH3:29])=[CH:32][CH:33]=1. The yield is 0.370. (6) The product is [F:28][C:2]1([F:1])[CH2:3][CH2:4][CH:5]([CH2:8][C:9]2[N:13]3[CH:14]=[C:15]([O:22][CH3:23])[C:16]([C:18]([OH:20])=[O:19])=[CH:17][C:12]3=[N:11][C:10]=2[C:24]([F:25])([F:26])[F:27])[CH2:6][CH2:7]1. The yield is 0.990. The reactants are [F:1][C:2]1([F:28])[CH2:7][CH2:6][CH:5]([CH2:8][C:9]2[N:13]3[CH:14]=[C:15]([O:22][CH3:23])[C:16]([C:18]([O:20]C)=[O:19])=[CH:17][C:12]3=[N:11][C:10]=2[C:24]([F:27])([F:26])[F:25])[CH2:4][CH2:3]1.C1COCC1.[OH-].[Na+]. The catalyst is O. (7) The reactants are BrC1C=C(CC2CC3CCN2CC3)C=NC=1.BrC1C=C(C=O)C=NC=1.Cl.N12CCC(CC1)C(=O)C2.[OH-].[K+].[C].[C].[Br:40][C:41]1[CH:42]=[C:43]([CH:47]=[C:48]2[C:53](=[O:54])[CH:52]3[CH2:55][CH2:56][N:49]2[CH2:50][CH2:51]3)[CH:44]=[N:45][CH:46]=1.C([BH-](C(CC)C)C(CC)C)(CC)C.[Li+].C([BH-](C(CC)C)C(CC)C)(CC)C.[K+].[BH4-].[Na+]. The catalyst is CO.O1CCCC1.O.O.O.O.O.O.[Ni](Cl)Cl. The product is [Br:40][C:41]1[CH:42]=[C:43]([CH2:47][CH:48]2[C:53](=[O:54])[CH:52]3[CH2:55][CH2:56][N:49]2[CH2:50][CH2:51]3)[CH:44]=[N:45][CH:46]=1. The yield is 0.750.